From a dataset of Reaction yield outcomes from USPTO patents with 853,638 reactions. Predict the reaction yield, written as a fraction of the theoretical maximum amount of product (1.0 means a 100% yield; for example, 0.34 means a 34% yield). (1) The reactants are Cl.[OH:2][NH2:3].C(=O)([O-])[O-].[Na+].[Na+].[O:10]1[C:14]2([CH2:19][CH2:18][CH2:17][CH2:16][CH2:15]2)[O:13][CH2:12][C@@H:11]1[CH:20]=O. The catalyst is O.C1COCC1. The product is [O:10]1[C:14]2([CH2:19][CH2:18][CH2:17][CH2:16][CH2:15]2)[O:13][CH2:12][C@@H:11]1[CH:20]=[N:3][OH:2]. The yield is 0.990. (2) The reactants are [CH3:1][C:2]1[C:7]([O:8][C:9]2[CH:14]=[CH:13][CH:12]=[CH:11][CH:10]=2)=[CH:6][CH:5]=[CH:4][N+:3]=1[O-].[CH3:16][C:17]([O:19]C(C)=O)=[O:18]. No catalyst specified. The product is [O:8]([C:7]1[C:2]([CH2:1][O:19][C:17](=[O:18])[CH3:16])=[N:3][CH:4]=[CH:5][CH:6]=1)[C:9]1[CH:14]=[CH:13][CH:12]=[CH:11][CH:10]=1. The yield is 0.280. (3) The yield is 0.990. The catalyst is CCOC(C)=O.C(Cl)Cl.CO.[Pd]. The product is [CH3:1][S:2]([NH:5][CH2:6][C:7]1[CH:26]=[CH:25][C:10]([C:11]([O:13][CH2:14][C:15]([OH:17])=[O:16])=[O:12])=[CH:9][CH:8]=1)(=[O:4])=[O:3]. The reactants are [CH3:1][S:2]([NH:5][CH2:6][C:7]1[CH:26]=[CH:25][C:10]([C:11]([O:13][CH2:14][C:15]([O:17]CC2C=CC=CC=2)=[O:16])=[O:12])=[CH:9][CH:8]=1)(=[O:4])=[O:3].